This data is from Full USPTO retrosynthesis dataset with 1.9M reactions from patents (1976-2016). The task is: Predict the reactants needed to synthesize the given product. Given the product [O:11]=[C:8]1[C:9]2[C:5](=[CH:4][CH:3]=[C:2]([C:31]#[N:32])[CH:10]=2)[CH2:6][NH:7]1, predict the reactants needed to synthesize it. The reactants are: Br[C:2]1[CH:10]=[C:9]2[C:5]([CH2:6][NH:7][C:8]2=[O:11])=[CH:4][CH:3]=1.C1C=CC(P(C2C=CC=CC=2)C2C=CC=CC=2)=CC=1.[CH3:31][N:32](C=O)C.